This data is from Peptide-MHC class I binding affinity with 185,985 pairs from IEDB/IMGT. The task is: Regression. Given a peptide amino acid sequence and an MHC pseudo amino acid sequence, predict their binding affinity value. This is MHC class I binding data. (1) The peptide sequence is YTFDFTSPF. The MHC is Mamu-A2201 with pseudo-sequence Mamu-A2201. The binding affinity (normalized) is 0.665. (2) The peptide sequence is YVMCTGSFK. The MHC is HLA-A03:01 with pseudo-sequence HLA-A03:01. The binding affinity (normalized) is 0.760. (3) The peptide sequence is ATLQDIVLH. The MHC is HLA-A11:02 with pseudo-sequence HLA-A11:01. The binding affinity (normalized) is 0.770. (4) The peptide sequence is GTITGGVCYY. The MHC is HLA-A03:01 with pseudo-sequence HLA-A03:01. The binding affinity (normalized) is 0.722. (5) The peptide sequence is YDFVLVGPC. The MHC is HLA-B40:02 with pseudo-sequence HLA-B40:02. The binding affinity (normalized) is 0.378. (6) The peptide sequence is YNLRRGTAL. The MHC is HLA-A66:01 with pseudo-sequence HLA-A66:01. The binding affinity (normalized) is 0.213. (7) The peptide sequence is FNATKFPSVY. The MHC is HLA-A24:02 with pseudo-sequence HLA-A24:02. The binding affinity (normalized) is 0. (8) The peptide sequence is KSTDVAKTF. The MHC is HLA-B58:01 with pseudo-sequence HLA-B58:01. The binding affinity (normalized) is 0.847.